This data is from Full USPTO retrosynthesis dataset with 1.9M reactions from patents (1976-2016). The task is: Predict the reactants needed to synthesize the given product. (1) Given the product [CH3:15][C:16]1[CH:22]=[CH:21][CH:20]=[CH:19][C:17]=1[NH:18][C:2]1[CH:7]=[CH:6][C:5]([C:8]2[CH:13]=[CH:12][C:11]([NH:18][C:17]3[CH:19]=[CH:20][CH:21]=[CH:22][C:16]=3[CH3:15])=[CH:10][CH:9]=2)=[CH:4][CH:3]=1, predict the reactants needed to synthesize it. The reactants are: I[C:2]1[CH:7]=[CH:6][C:5]([C:8]2[CH:13]=[CH:12][C:11](I)=[CH:10][CH:9]=2)=[CH:4][CH:3]=1.[CH3:15][C:16]1[CH:22]=[CH:21][CH:20]=[CH:19][C:17]=1[NH2:18].C(=O)([O-])[O-].[K+].[K+]. (2) Given the product [F:1][C:2]1[CH:3]=[CH:4][C:5]([C:6]([NH:55][C:53]2[S:54][C:50]3[C:49]([CH:56]4[CH2:57][CH2:58][O:59][CH2:60][CH2:61]4)=[CH:48][CH:47]=[C:46]([O:45][CH3:44])[C:51]=3[N:52]=2)=[O:8])=[CH:9][CH:10]=1, predict the reactants needed to synthesize it. The reactants are: [F:1][C:2]1[CH:10]=[CH:9][C:5]([C:6]([OH:8])=O)=[CH:4][CH:3]=1.CN(C(ON1N=NC2C=CC=NC1=2)=[N+](C)C)C.F[P-](F)(F)(F)(F)F.C(N(C(C)C)C(C)C)C.[CH3:44][O:45][C:46]1[C:51]2[N:52]=[C:53]([NH2:55])[S:54][C:50]=2[C:49]([CH:56]2[CH2:61][CH2:60][O:59][CH2:58][CH2:57]2)=[CH:48][CH:47]=1. (3) The reactants are: [C:1](O)(=O)[CH2:2][C:3]([OH:5])=[O:4].[C:8]([C:12]1[CH:19]=[CH:18][C:15](C=O)=[CH:14][CH:13]=1)([CH3:11])([CH3:10])[CH3:9].N1CCCCC1.Cl. Given the product [C:8]([C:12]1[CH:19]=[CH:18][C:15](/[CH:1]=[CH:2]/[C:3]([OH:5])=[O:4])=[CH:14][CH:13]=1)([CH3:11])([CH3:10])[CH3:9], predict the reactants needed to synthesize it. (4) Given the product [C:37]([C:35]1[CH:36]=[C:31]([P:14](=[O:47])([C:15]2[CH:20]=[C:19]([C:21]([CH3:23])([CH3:22])[CH3:24])[C:18]([O:25][CH3:26])=[C:17]([C:27]([CH3:28])([CH3:29])[CH3:30])[CH:16]=2)[C:2]2[CH:7]=[C:6]([O:8][CH3:9])[CH:5]=[C:4]([O:10][CH3:11])[CH:3]=2)[CH:32]=[C:33]([C:43]([CH3:44])([CH3:46])[CH3:45])[C:34]=1[O:41][CH3:42])([CH3:38])([CH3:40])[CH3:39], predict the reactants needed to synthesize it. The reactants are: Br[C:2]1[CH:7]=[C:6]([O:8][CH3:9])[CH:5]=[C:4]([O:10][CH3:11])[CH:3]=1.[Mg].Cl[P:14]([C:31]1[CH:36]=[C:35]([C:37]([CH3:40])([CH3:39])[CH3:38])[C:34]([O:41][CH3:42])=[C:33]([C:43]([CH3:46])([CH3:45])[CH3:44])[CH:32]=1)[C:15]1[CH:20]=[C:19]([C:21]([CH3:24])([CH3:23])[CH3:22])[C:18]([O:25][CH3:26])=[C:17]([C:27]([CH3:30])([CH3:29])[CH3:28])[CH:16]=1.[OH:47]O. (5) Given the product [CH2:10]([C:13]1[O:14][C:15]2[CH:21]=[C:20]([O:22][CH3:23])[CH:19]=[CH:18][C:16]=2[CH:17]=1)[CH3:11], predict the reactants needed to synthesize it. The reactants are: NN.C(O)COCCO.[C:10]([C:13]1[O:14][C:15]2[CH:21]=[C:20]([O:22][CH3:23])[CH:19]=[CH:18][C:16]=2[CH:17]=1)(=O)[CH3:11].[OH-].[K+]. (6) Given the product [F:1][C:2]1[CH:3]=[C:4]([CH:46]=[CH:47][CH:48]=1)[CH2:5][N:6]1[C:10]([CH3:11])=[C:9]([C:12]2[C:20]3[C:15](=[N:16][CH:17]=[C:18]([C:21]4[CH:22]=[CH:23][C:24]([O:33][CH3:34])=[C:25]([NH:27][S:28]([CH2:31][CH3:32])(=[O:30])=[O:29])[CH:26]=4)[CH:19]=3)[NH:14][CH:13]=2)[C:8]([CH3:45])=[N:7]1, predict the reactants needed to synthesize it. The reactants are: [F:1][C:2]1[CH:3]=[C:4]([CH:46]=[CH:47][CH:48]=1)[CH2:5][N:6]1[C:10]([CH3:11])=[C:9]([C:12]2[C:20]3[C:15](=[N:16][CH:17]=[C:18]([C:21]4[CH:22]=[CH:23][C:24]([O:33][CH3:34])=[C:25]([NH:27][S:28]([CH2:31][CH3:32])(=[O:30])=[O:29])[CH:26]=4)[CH:19]=3)[N:14](S(C3C=CC(C)=CC=3)(=O)=O)[CH:13]=2)[C:8]([CH3:45])=[N:7]1.[OH-].[Li+]. (7) Given the product [Br:1][C:2]1[CH:10]=[C:9]2[C:5]([CH:6]=[CH:7][N:8]2[CH3:13])=[CH:4][CH:3]=1, predict the reactants needed to synthesize it. The reactants are: [Br:1][C:2]1[CH:10]=[C:9]2[C:5]([CH:6]=[CH:7][NH:8]2)=[CH:4][CH:3]=1.[H-].[Na+].[CH3:13]I. (8) The reactants are: C(SC1C=C(O)C(=O)NC=1)C1C=CC=CC=1.COC[O:20][C:21]1[C:22](=[O:39])[N:23](COC)[CH:24]=[C:25]([S:27][CH2:28][C:29]2[C:34]([CH3:35])=[CH:33][CH:32]=[CH:31][N:30]=2)[CH:26]=1. Given the product [OH:20][C:21]1[C:22](=[O:39])[NH:23][CH:24]=[C:25]([S:27][CH2:28][C:29]2[C:34]([CH3:35])=[CH:33][CH:32]=[CH:31][N:30]=2)[CH:26]=1, predict the reactants needed to synthesize it. (9) Given the product [Cl:34][C:31]1[CH:30]=[CH:29][C:28]([CH2:27][C:14]2[C:11]3[C:12](=[O:13])[N:7]([CH2:6][CH2:5][CH2:4][OH:3])[C:8](=[O:36])[N:9]([CH3:35])[C:10]=3[N:17]=[CH:16][C:15]=2[C:18]2[CH:23]=[CH:22][CH:21]=[CH:20][C:19]=2[CH:24]([CH3:26])[CH3:25])=[CH:33][CH:32]=1, predict the reactants needed to synthesize it. The reactants are: C([O:3][CH2:4][CH2:5][CH2:6][N:7]1[C:12](=[O:13])[C:11]2[C:14]([CH2:27][C:28]3[CH:33]=[CH:32][C:31]([Cl:34])=[CH:30][CH:29]=3)=[C:15]([C:18]3[CH:23]=[CH:22][CH:21]=[CH:20][C:19]=3[CH:24]([CH3:26])[CH3:25])[CH:16]=[N:17][C:10]=2[N:9]([CH3:35])[C:8]1=[O:36])=O.O[Li].O. (10) Given the product [CH3:1][O:2][C:3]1[CH:10]=[C:9]([CH3:11])[C:8]([O:12][CH3:13])=[CH:7][C:4]=1[C:5]#[N:15], predict the reactants needed to synthesize it. The reactants are: [CH3:1][O:2][C:3]1[CH:10]=[C:9]([CH3:11])[C:8]([O:12][CH3:13])=[CH:7][C:4]=1[CH:5]=O.Cl.[NH2:15]O.C(OC(=O)C)(=O)C.